This data is from TCR-epitope binding with 47,182 pairs between 192 epitopes and 23,139 TCRs. The task is: Binary Classification. Given a T-cell receptor sequence (or CDR3 region) and an epitope sequence, predict whether binding occurs between them. (1) The epitope is KAYNVTQAF. The TCR CDR3 sequence is CASSFGQGDSLYGYTF. Result: 1 (the TCR binds to the epitope). (2) The epitope is GLNKIVRMY. The TCR CDR3 sequence is CASSQEGSYFQAFF. Result: 0 (the TCR does not bind to the epitope).